From a dataset of Forward reaction prediction with 1.9M reactions from USPTO patents (1976-2016). Predict the product of the given reaction. (1) Given the reactants [H-].[Al+3].[Li+].[H-].[H-].[H-].[Cl:7][C:8]1[CH:9]=[CH:10][C:11]2[N:17]3[C:18]([CH2:21][F:22])=[N:19][N:20]=[C:16]3[C@@H:15]([CH2:23][C:24](OCC)=[O:25])[O:14][C@H:13]([C:29]3[CH:34]=[CH:33][CH:32]=[C:31]([O:35][CH3:36])[C:30]=3[O:37][CH3:38])[C:12]=2[CH:39]=1.C(C(C(C([O-])=O)O)O)([O-])=O.[Na+].[K+], predict the reaction product. The product is: [Cl:7][C:8]1[CH:9]=[CH:10][C:11]2[N:17]3[C:18]([CH2:21][F:22])=[N:19][N:20]=[C:16]3[C@@H:15]([CH2:23][CH2:24][OH:25])[O:14][C@H:13]([C:29]3[CH:34]=[CH:33][CH:32]=[C:31]([O:35][CH3:36])[C:30]=3[O:37][CH3:38])[C:12]=2[CH:39]=1. (2) Given the reactants C[O:2][C:3](=[O:31])[C@@H:4]([O:28][CH2:29][CH3:30])[CH2:5][C:6]1[C:11]([CH3:12])=[CH:10][C:9]([O:13][CH2:14][C:15]2[N:16]=[C:17]([C:21]3[CH:26]=[CH:25][CH:24]=[CH:23][CH:22]=3)[O:18][C:19]=2[CH3:20])=[CH:8][C:7]=1[CH3:27].[Li+].[OH-], predict the reaction product. The product is: [CH3:12][C:11]1[CH:10]=[C:9]([O:13][CH2:14][C:15]2[N:16]=[C:17]([C:21]3[CH:26]=[CH:25][CH:24]=[CH:23][CH:22]=3)[O:18][C:19]=2[CH3:20])[CH:8]=[C:7]([CH3:27])[C:6]=1[CH2:5][C@H:4]([O:28][CH2:29][CH3:30])[C:3]([OH:31])=[O:2]. (3) Given the reactants C([O:7][C:8]1[CH:13]=[CH:12][C:11]([C:14]([CH3:21])([CH3:20])[CH2:15][C:16]([CH3:19])([CH3:18])[CH3:17])=[CH:10][C:9]=1[N:22]1[N:26]=[C:25]2[CH:27]=[CH:28][CH:29]=[CH:30][C:24]2=[N:23]1)C=CCCC.[CH3:31][CH2:32][CH2:33][CH2:34][CH2:35][CH3:36].C(OCC)(=O)C, predict the reaction product. The product is: [N:26]1[N:22]([C:9]2[CH:10]=[C:11]([C:14]([CH3:20])([CH3:21])[CH2:15][C:16]([CH3:17])([CH3:18])[CH3:19])[CH:12]=[C:13]([CH:33]([CH2:34][CH2:35][CH3:36])[CH:32]=[CH2:31])[C:8]=2[OH:7])[N:23]=[C:24]2[CH:30]=[CH:29][CH:28]=[CH:27][C:25]=12. (4) Given the reactants [CH2:1]([O:8][CH2:9][C@H:10]([NH:25][C:26]([O:28][C:29]([CH3:32])([CH3:31])[CH3:30])=[O:27])[C@@H:11]([N:13]([CH2:18][CH2:19]OS(C)(=O)=O)[S:14]([CH3:17])(=[O:16])=[O:15])[CH3:12])[C:2]1[CH:7]=[CH:6][CH:5]=[CH:4][CH:3]=1.[H-].[Na+].[NH4+].[Cl-], predict the reaction product. The product is: [CH2:1]([O:8][CH2:9][C@H:10]1[C@H:11]([CH3:12])[N:13]([S:14]([CH3:17])(=[O:16])=[O:15])[CH2:18][CH2:19][N:25]1[C:26]([O:28][C:29]([CH3:30])([CH3:31])[CH3:32])=[O:27])[C:2]1[CH:3]=[CH:4][CH:5]=[CH:6][CH:7]=1.